The task is: Predict the product of the given reaction.. This data is from Forward reaction prediction with 1.9M reactions from USPTO patents (1976-2016). (1) Given the reactants [C:1]([O:9]C)(=O)[C:2]1[CH:7]=[CH:6][N:5]=[CH:4][CH:3]=1.O.[NH2:12][NH2:13], predict the reaction product. The product is: [C:1]([NH:12][NH2:13])(=[O:9])[C:2]1[CH:7]=[CH:6][N:5]=[CH:4][CH:3]=1. (2) Given the reactants [F:1][C:2]1[CH:7]=[CH:6][C:5]([C:8]2[C:9]([O:17][CH2:18][CH:19]3[CH2:21][CH2:20]3)=[N:10][CH:11]=[C:12]([CH:16]=2)[C:13]([OH:15])=O)=[CH:4][CH:3]=1.[NH2:22][C@@H:23]1[CH2:28][CH2:27][CH2:26][CH2:25][C@H:24]1[OH:29], predict the reaction product. The product is: [CH:19]1([CH2:18][O:17][C:9]2[C:8]([C:5]3[CH:4]=[CH:3][C:2]([F:1])=[CH:7][CH:6]=3)=[CH:16][C:12]([C:13]([NH:22][C@@H:23]3[CH2:28][CH2:27][CH2:26][CH2:25][C@H:24]3[OH:29])=[O:15])=[CH:11][N:10]=2)[CH2:21][CH2:20]1. (3) Given the reactants Br/[CH:2]=[CH:3]/[C:4]1[C:5](=[O:19])[NH:6][C:7](=[O:18])[N:8]([CH:17]=1)[C@@H:9]1[O:16][C@H:13]([CH2:14][OH:15])[C@@H:11]([OH:12])[CH2:10]1.C(N(CC)C(C)C)(C)C.[CH3:29][Si:30]([C:33]#[CH:34])([CH3:32])[CH3:31], predict the reaction product. The product is: [CH3:29][Si:30]([CH3:32])([CH3:31])[C:33]#[C:34]/[CH:2]=[CH:3]/[C:4]1[C:5](=[O:19])[NH:6][C:7](=[O:18])[N:8]([CH:17]=1)[C@@H:9]1[O:16][C@H:13]([CH2:14][OH:15])[C@@H:11]([OH:12])[CH2:10]1.